Predict the reactants needed to synthesize the given product. From a dataset of Full USPTO retrosynthesis dataset with 1.9M reactions from patents (1976-2016). (1) Given the product [CH2:1]([O:3][C:4]([C:6]1[C:11]([NH2:12])=[CH:10][N:9]=[CH:8][N:7]=1)=[O:5])[CH3:2], predict the reactants needed to synthesize it. The reactants are: [CH2:1]([O:3][C:4]([C:6]1[C:11]([NH2:12])=[CH:10][N:9]=[C:8](Cl)[N:7]=1)=[O:5])[CH3:2].[H][H]. (2) Given the product [I-:1].[C:4]([N:11]1[CH2:12][CH2:13][N:14]([C:17]2[CH:18]=[C:19]([CH2:32][CH3:33])[C:20]3[C:29]([CH:30]=2)=[S+:28][C:27]2[C:22](=[C:23]([CH3:31])[CH:24]=[C:25]([N:94]4[CH2:99][CH2:98][O:97][CH2:96][CH2:95]4)[CH:26]=2)[N:21]=3)[CH2:15][CH2:16]1)([O:6][C:7]([CH3:10])([CH3:9])[CH3:8])=[O:5], predict the reactants needed to synthesize it. The reactants are: [I-:1].[I-:1].[I-:1].[C:4]([N:11]1[CH2:16][CH2:15][N:14]([C:17]2[CH:18]=[C:19]([CH2:32][CH3:33])[C:20]3[C:29]([CH:30]=2)=[S+:28][C:27]2[C:22](=[C:23]([CH3:31])[CH:24]=[CH:25][CH:26]=2)[N:21]=3)[CH2:13][CH2:12]1)([O:6][C:7]([CH3:10])([CH3:9])[CH3:8])=[O:5].[C:4]([N:11]1[CH2:12][CH2:13][N:14]([C:17]2[CH:18]=[C:19]([CH2:32][CH3:33])[C:20]3[C:29]([CH:30]=2)=[S+:28][C:27]2[C:22](=[C:23]([CH3:31])[CH:24]=[CH:25][CH:26]=2)[N:21]=3)[CH2:15][CH2:16]1)([O:6][C:7]([CH3:10])([CH3:9])[CH3:8])=[O:5].[C:4]([N:11]1[CH2:12][CH2:13][N:14]([C:17]2[CH:18]=[C:19]([CH2:32][CH3:33])[C:20]3[C:29]([CH:30]=2)=[S+:28][C:27]2[C:22](=[C:23]([CH3:31])[CH:24]=[CH:25][CH:26]=2)[N:21]=3)[CH2:15][CH2:16]1)([O:6][C:7]([CH3:10])([CH3:9])[CH3:8])=[O:5].[NH:94]1[CH2:99][CH2:98][O:97][CH2:96][CH2:95]1. (3) The reactants are: [CH3:1][O:2][C:3]1[CH:19]=[CH:18][C:6]2[CH2:7][CH2:8][C:9]3[CH:10]=[N:11][N:12]([C:14]([NH2:17])([CH3:16])[CH3:15])[C:13]=3[C:5]=2[CH:4]=1.[ClH:20]. Given the product [ClH:20].[CH3:1][O:2][C:3]1[CH:19]=[CH:18][C:6]2[CH2:7][CH2:8][C:9]3[CH:10]=[N:11][N:12]([C:14]([NH2:17])([CH3:16])[CH3:15])[C:13]=3[C:5]=2[CH:4]=1, predict the reactants needed to synthesize it. (4) Given the product [Cl:1][C:2]1[CH:3]=[C:4]([C@@H:8]2[C@@H:9]([C:10]3[CH:15]=[CH:14][C:13]([Cl:16])=[CH:12][CH:11]=3)[N:17]([CH2:29][CH:30]3[CH2:31][CH2:32]3)[C:18](=[O:28])[C@@H:19]([CH2:20][C:21]([O:23][C:24]([CH3:26])([CH3:27])[CH3:25])=[O:22])[O:33]2)[CH:5]=[CH:6][CH:7]=1.[Cl:1][C:2]1[CH:3]=[C:4]([C@@H:8]2[C@@H:9]([C:10]3[CH:15]=[CH:14][C:13]([Cl:16])=[CH:12][CH:11]=3)[N:17]([CH2:29][CH:30]3[CH2:31][CH2:32]3)[C:18](=[O:28])[C@H:19]([CH2:20][C:21]([O:23][C:24]([CH3:26])([CH3:27])[CH3:25])=[O:22])[O:33]2)[CH:5]=[CH:6][CH:7]=1, predict the reactants needed to synthesize it. The reactants are: [Cl:1][C:2]1[CH:3]=[C:4]([C@@H:8]([OH:33])[C@H:9]([N:17]([CH2:29][CH:30]2[CH2:32][CH2:31]2)[C:18](=[O:28])/[CH:19]=[CH:20]/[C:21]([O:23][C:24]([CH3:27])([CH3:26])[CH3:25])=[O:22])[C:10]2[CH:15]=[CH:14][C:13]([Cl:16])=[CH:12][CH:11]=2)[CH:5]=[CH:6][CH:7]=1.[H-].[Na+]. (5) The reactants are: [NH2:1][C:2]1[CH:10]=[C:9]2[C:5]([C:6]([C:22]#[N:23])=[C:7]([C:13]3[CH:18]=[CH:17][C:16]([O:19][CH2:20][CH3:21])=[CH:15][CH:14]=3)[N:8]2[CH2:11][CH3:12])=[CH:4][CH:3]=1.Cl[C:25]([O:27][CH2:28][CH3:29])=[O:26]. Given the product [CH2:28]([O:27][C:25](=[O:26])[NH:1][C:2]1[CH:10]=[C:9]2[C:5]([C:6]([C:22]#[N:23])=[C:7]([C:13]3[CH:18]=[CH:17][C:16]([O:19][CH2:20][CH3:21])=[CH:15][CH:14]=3)[N:8]2[CH2:11][CH3:12])=[CH:4][CH:3]=1)[CH3:29], predict the reactants needed to synthesize it. (6) Given the product [CH2:16]([C@:19]12[C:20]3[C:25](=[CH:24][C:23]([C:34]([O:36][CH3:37])=[O:35])=[CH:22][CH:21]=3)[CH2:26][CH2:27][C@H:28]1[CH2:29][C:30]1([O:4][CH2:1][CH2:2][O:3]1)[CH2:31][CH2:32]2)[C:6]1[CH:11]=[CH:10][CH:9]=[CH:8][CH:7]=1, predict the reactants needed to synthesize it. The reactants are: [CH2:1]([OH:4])[CH2:2][OH:3].O.[C:6]1([CH3:16])[CH:11]=[CH:10][C:9](S(O)(=O)=O)=[CH:8][CH:7]=1.C([C@:19]12[CH2:32][CH2:31][C:30](=O)[CH2:29][C@H:28]1[CH2:27][CH2:26][C:25]1[CH:24]=[C:23]([C:34]([O:36][CH3:37])=[O:35])[CH:22]=[CH:21][C:20]2=1)C.C([C@@:19]12[CH2:32][CH2:31][C:30](=O)[CH2:29][C@@H:28]1[CH2:27][CH2:26][C:25]1[CH:24]=[C:23]([C:34]([O:36][CH3:37])=[O:35])[CH:22]=[CH:21][C:20]2=1)C.